This data is from Full USPTO retrosynthesis dataset with 1.9M reactions from patents (1976-2016). The task is: Predict the reactants needed to synthesize the given product. (1) Given the product [O:38]=[S:24]1(=[O:23])[CH2:25][CH2:26][N:27]([CH2:30][C:31]2[CH:36]=[CH:35][C:34]([NH:37][C:4]3[N:9]=[CH:8][C:7]4=[CH:10][CH:11]=[C:12]([C:13]5[CH:18]=[CH:17][CH:16]=[C:15]([S:19]([CH3:22])(=[O:20])=[O:21])[CH:14]=5)[N:6]4[N:5]=3)=[CH:33][CH:32]=2)[CH2:28][CH2:29]1, predict the reactants needed to synthesize it. The reactants are: CS([C:4]1[N:9]=[CH:8][C:7]2=[CH:10][CH:11]=[C:12]([C:13]3[CH:18]=[CH:17][CH:16]=[C:15]([S:19]([CH3:22])(=[O:21])=[O:20])[CH:14]=3)[N:6]2[N:5]=1)=O.[O:23]=[S:24]1(=[O:38])[CH2:29][CH2:28][N:27]([CH2:30][C:31]2[CH:36]=[CH:35][C:34]([NH2:37])=[CH:33][CH:32]=2)[CH2:26][CH2:25]1.C(N(CC)C(C)C)(C)C. (2) Given the product [CH2:25]([O:32][C:33]1[CH:42]=[CH:41][C:36]2[N:37]=[C:38]([S:40][CH2:19][CH2:18][N:15]3[CH2:16][CH2:17][N:12]([CH2:11][C:10]([NH:9][C:8]4[C:3]([S:2][CH3:1])=[N:4][C:5]([CH3:24])=[CH:6][C:7]=4[S:22][CH3:23])=[O:21])[CH2:13][CH2:14]3)[NH:39][C:35]=2[CH:34]=1)[C:26]1[CH:27]=[CH:28][CH:29]=[CH:30][CH:31]=1, predict the reactants needed to synthesize it. The reactants are: [CH3:1][S:2][C:3]1[C:8]([NH:9][C:10](=[O:21])[CH2:11][N:12]2[CH2:17][CH2:16][N:15]([CH2:18][CH2:19]O)[CH2:14][CH2:13]2)=[C:7]([S:22][CH3:23])[CH:6]=[C:5]([CH3:24])[N:4]=1.[CH2:25]([O:32][C:33]1[CH:42]=[CH:41][C:36]2[N:37]=[C:38]([SH:40])[NH:39][C:35]=2[CH:34]=1)[C:26]1[CH:31]=[CH:30][CH:29]=[CH:28][CH:27]=1.C1(P(C2C=CC=CC=2)C2C=CC=CC=2)C=CC=CC=1.N(C(OCC)=O)=NC(OCC)=O.Cl. (3) Given the product [CH2:2]([O:9][C:10]1[CH:11]=[CH:12][C:13]2[C:14]3[N:22]([CH2:23][C:24]([NH2:27])([CH3:25])[CH3:26])[C:21]([CH2:35][O:36][CH2:37][CH3:38])=[N:20][C:15]=3[CH:16]=[N:17][C:18]=2[CH:19]=1)[C:3]1[CH:8]=[CH:7][CH:6]=[CH:5][CH:4]=1, predict the reactants needed to synthesize it. The reactants are: Cl.[CH2:2]([O:9][C:10]1[CH:11]=[CH:12][C:13]2[C:14]3[N:22]([CH2:23][C:24]([NH:27]C(=O)OC(C)(C)C)([CH3:26])[CH3:25])[C:21]([CH2:35][O:36][CH2:37][CH3:38])=[N:20][C:15]=3[CH:16]=[N:17][C:18]=2[CH:19]=1)[C:3]1[CH:8]=[CH:7][CH:6]=[CH:5][CH:4]=1. (4) Given the product [O:11]=[C:8]1[C:9]2[C:5](=[CH:4][CH:3]=[C:2]([NH:1][C:12](=[O:19])[O:13][CH2:14][C:15]([Cl:18])([Cl:17])[Cl:16])[CH:10]=2)[CH2:6][O:7]1, predict the reactants needed to synthesize it. The reactants are: [NH2:1][C:2]1[CH:10]=[C:9]2[C:5]([CH2:6][O:7][C:8]2=[O:11])=[CH:4][CH:3]=1.[C:12](Cl)(=[O:19])[O:13][CH2:14][C:15]([Cl:18])([Cl:17])[Cl:16].N1C=CC=CC=1. (5) The reactants are: [CH3:1][C:2](=[CH2:30])[C:3]([N:5]1[C@@:9]2([CH2:13][CH2:12][N:11]([C@@H:14]([C:19]([O:21]CC3C=CC=CC=3)=[O:20])[CH2:15][CH:16]([CH3:18])[CH3:17])[C:10]2=[O:29])[CH2:8][CH2:7][CH2:6]1)=[O:4].[OH-].[Na+].O. Given the product [CH3:30][C:2](=[CH2:1])[C:3]([N:5]1[C@@:9]2([CH2:13][CH2:12][N:11]([C@@H:14]([C:19]([OH:21])=[O:20])[CH2:15][CH:16]([CH3:18])[CH3:17])[C:10]2=[O:29])[CH2:8][CH2:7][CH2:6]1)=[O:4], predict the reactants needed to synthesize it. (6) Given the product [CH:3]1([O:8][C:9]2[C:14]([O:15][CH3:16])=[CH:13][N:12]=[C:11]([C:17]([OH:19])=[O:18])[CH:10]=2)[CH2:4][CH2:5][CH2:6][CH2:7]1, predict the reactants needed to synthesize it. The reactants are: [OH-].[K+].[CH:3]1([O:8][C:9]2[C:14]([O:15][CH3:16])=[CH:13][N:12]=[C:11]([C:17]([O:19]C)=[O:18])[CH:10]=2)[CH2:7][CH2:6][CH2:5][CH2:4]1. (7) Given the product [NH2:1][C:2]1[N:13]=[CH:12][C:11]([C:24]2[CH:25]=[CH:26][CH:27]=[C:22]([S:19](=[O:20])(=[O:21])[NH:18][CH:15]3[CH2:16][CH2:17]3)[CH:23]=2)=[CH:10][C:3]=1[C:4]([N:6]([O:8][CH3:9])[CH3:7])=[O:5], predict the reactants needed to synthesize it. The reactants are: [NH2:1][C:2]1[N:13]=[CH:12][C:11](Br)=[CH:10][C:3]=1[C:4]([N:6]([O:8][CH3:9])[CH3:7])=[O:5].[CH:15]1([NH:18][S:19]([C:22]2[CH:27]=[CH:26][CH:25]=[C:24](B(O)O)[CH:23]=2)(=[O:21])=[O:20])[CH2:17][CH2:16]1.C(Cl)Cl.CC#N.